From a dataset of hERG potassium channel inhibition data for cardiac toxicity prediction from Karim et al.. Regression/Classification. Given a drug SMILES string, predict its toxicity properties. Task type varies by dataset: regression for continuous values (e.g., LD50, hERG inhibition percentage) or binary classification for toxic/non-toxic outcomes (e.g., AMES mutagenicity, cardiotoxicity, hepatotoxicity). Dataset: herg_karim. (1) The molecule is Cc1ccc(COCc2cccc(COCc3ccc(C)cc3)[n+]2C)cc1. The result is 1 (blocker). (2) The result is 0 (non-blocker). The molecule is CC(=O)Nc1nc(C)c(-c2ccc(Cl)c(S(=O)(=O)NCCO)c2)s1. (3) The drug is C[NH+](C)CCCN1c2ccccc2CCc2ccccc21. The result is 1 (blocker). (4) The compound is O=C1CCc2cccc(F)c2N1CCCN1CCC(n2c(=O)[nH]c3ccccc32)CC1. The result is 1 (blocker). (5) The result is 0 (non-blocker). The molecule is COC1=CC(C)=C[C@@H](C)[C@@H](O)[C@@H](C)CC(C)=CC=C[C@H](OC)[C@@H]([C@@H](C)[C@@H](O)[C@H](C)[C@@]2(O)C[C@@H](O)[C@H](C)[C@@H](C(C)C)O2)OC1=O. (6) The drug is CC(C)(O)[C@H]1C=CC([C@@H](c2cc[n+]([O-])cc2)c2ccc(OC(F)F)c(OC(F)F)c2)=CN1. The result is 0 (non-blocker).